From a dataset of Reaction yield outcomes from USPTO patents with 853,638 reactions. Predict the reaction yield, written as a fraction of the theoretical maximum amount of product (1.0 means a 100% yield; for example, 0.34 means a 34% yield). The reactants are C([O-])(=O)C.[Na+].[NH2:6][C:7]1[CH:12]=[CH:11][CH:10]=[CH:9][C:8]=1[OH:13].[OH:14][C:15]1[CH:22]=[CH:21][C:18]([CH:19]=O)=[CH:17][CH:16]=1.C(OCC)(=O)C. The catalyst is C(O)(=O)C.O. The product is [O:13]1[C:8]2[CH:9]=[CH:10][CH:11]=[CH:12][C:7]=2[N:6]=[C:19]1[C:18]1[CH:21]=[CH:22][C:15]([OH:14])=[CH:16][CH:17]=1. The yield is 0.0760.